Dataset: Reaction yield outcomes from USPTO patents with 853,638 reactions. Task: Predict the reaction yield, written as a fraction of the theoretical maximum amount of product (1.0 means a 100% yield; for example, 0.34 means a 34% yield). (1) The product is [CH3:1][O:2][C:3]1[CH:4]=[CH:5][C:6]([C:7]([O:20][CH2:21][C@@H:22]([C@H:49]([CH3:51])[OH:50])[NH:23][C:24](=[O:48])[CH2:25][CH2:26][CH2:27][CH2:28][CH2:29][NH2:30])([C:14]2[CH:19]=[CH:18][CH:17]=[CH:16][CH:15]=2)[C:8]2[CH:9]=[CH:10][CH:11]=[CH:12][CH:13]=2)=[CH:52][CH:53]=1. The yield is 0.710. The reactants are [CH3:1][O:2][C:3]1[CH:53]=[CH:52][C:6]([C:7]([O:20][CH2:21][C@@H:22]([C@H:49]([CH3:51])[OH:50])[NH:23][C:24](=[O:48])[CH2:25][CH2:26][CH2:27][CH2:28][CH2:29][NH:30]C(OCC2C3C(=CC=CC=3)C3C2=CC=CC=3)=O)([C:14]2[CH:19]=[CH:18][CH:17]=[CH:16][CH:15]=2)[C:8]2[CH:13]=[CH:12][CH:11]=[CH:10][CH:9]=2)=[CH:5][CH:4]=1.N1CCCCC1. The catalyst is CN(C=O)C. (2) The reactants are Cl[C:2]1[N:3]=[CH:4][C:5]([C:8]([O:10][CH3:11])=[O:9])=[N:6][CH:7]=1.[C:12](=O)([O-])[O-].[K+].[K+].[CH3:18][CH2:19][OH:20]. No catalyst specified. The product is [CH2:19]([O:20][C:2]1[N:3]=[CH:4][C:5]([C:8]([O:10][CH2:11][CH3:12])=[O:9])=[N:6][CH:7]=1)[CH3:18]. The yield is 0.390.